From a dataset of Reaction yield outcomes from USPTO patents with 853,638 reactions. Predict the reaction yield, written as a fraction of the theoretical maximum amount of product (1.0 means a 100% yield; for example, 0.34 means a 34% yield). (1) The reactants are [Cl:1][S:2]([OH:5])(=O)=[O:3].[NH:6]1[C:14]2[C:9](=[CH:10][CH:11]=[CH:12][CH:13]=2)[CH2:8][C:7]1=[O:15]. The catalyst is O. The product is [Cl:1][S:2]([C:11]1[CH:10]=[C:9]2[C:14](=[CH:13][CH:12]=1)[NH:6][C:7](=[O:15])[CH2:8]2)(=[O:5])=[O:3]. The yield is 0.500. (2) The reactants are [CH2:1]([O:3][C:4]1[CH:5]=[C:6]2[C:11](=[CH:12][C:13]=1[F:14])[N:10]=[C:9]([NH:15][CH2:16][CH3:17])[C:8]([CH:18]=[O:19])=[CH:7]2)[CH3:2].[BH4-].[Na+]. The catalyst is C1COCC1. The product is [CH2:1]([O:3][C:4]1[CH:5]=[C:6]2[C:11](=[CH:12][C:13]=1[F:14])[N:10]=[C:9]([NH:15][CH2:16][CH3:17])[C:8]([CH2:18][OH:19])=[CH:7]2)[CH3:2]. The yield is 0.960. (3) The catalyst is C(Cl)Cl. The reactants are [CH2:1]([O:3][C:4]1[C:12]([O:13][C:14]([F:17])([F:16])[F:15])=[CH:11][CH:10]=[CH:9][C:5]=1[CH2:6]CN)[CH3:2].[C:18](Cl)(=[O:21])[CH:19]=[CH2:20].[CH2:23]([N:25](CC)CC)C. The product is [CH2:1]([O:3][C:4]1[C:12]([O:13][C:14]([F:15])([F:16])[F:17])=[CH:11][CH:10]=[CH:9][C:5]=1[CH2:6][N:25]([CH3:23])[C:18](=[O:21])[CH:19]=[CH2:20])[CH3:2]. The yield is 0.860.